From a dataset of NCI-60 drug combinations with 297,098 pairs across 59 cell lines. Regression. Given two drug SMILES strings and cell line genomic features, predict the synergy score measuring deviation from expected non-interaction effect. (1) Drug 1: C1C(C(OC1N2C=C(C(=O)NC2=O)F)CO)O. Drug 2: C1=NC2=C(N=C(N=C2N1C3C(C(C(O3)CO)O)F)Cl)N. Cell line: SNB-19. Synergy scores: CSS=32.6, Synergy_ZIP=-11.5, Synergy_Bliss=-3.14, Synergy_Loewe=-5.36, Synergy_HSA=-0.591. (2) Drug 1: CC(CN1CC(=O)NC(=O)C1)N2CC(=O)NC(=O)C2. Drug 2: C(CC(=O)O)C(=O)CN.Cl. Cell line: MCF7. Synergy scores: CSS=17.3, Synergy_ZIP=-6.74, Synergy_Bliss=-0.178, Synergy_Loewe=-7.63, Synergy_HSA=-0.298. (3) Drug 1: COC1=C2C(=CC3=C1OC=C3)C=CC(=O)O2. Drug 2: CC12CCC3C(C1CCC2OP(=O)(O)O)CCC4=C3C=CC(=C4)OC(=O)N(CCCl)CCCl.[Na+]. Cell line: SF-295. Synergy scores: CSS=55.6, Synergy_ZIP=-0.185, Synergy_Bliss=1.13, Synergy_Loewe=-1.43, Synergy_HSA=0.0465. (4) Drug 1: C1=CC(=CC=C1CCC2=CNC3=C2C(=O)NC(=N3)N)C(=O)NC(CCC(=O)O)C(=O)O. Drug 2: C1=CC(=CC=C1CC(C(=O)O)N)N(CCCl)CCCl.Cl. Cell line: MDA-MB-231. Synergy scores: CSS=18.7, Synergy_ZIP=-6.60, Synergy_Bliss=-0.350, Synergy_Loewe=-2.34, Synergy_HSA=1.04. (5) Drug 1: CS(=O)(=O)CCNCC1=CC=C(O1)C2=CC3=C(C=C2)N=CN=C3NC4=CC(=C(C=C4)OCC5=CC(=CC=C5)F)Cl. Drug 2: CC(C)(C#N)C1=CC(=CC(=C1)CN2C=NC=N2)C(C)(C)C#N. Cell line: UO-31. Synergy scores: CSS=16.1, Synergy_ZIP=-2.26, Synergy_Bliss=2.64, Synergy_Loewe=-3.62, Synergy_HSA=-3.59. (6) Drug 1: C1=CC=C(C=C1)NC(=O)CCCCCCC(=O)NO. Drug 2: C1CCC(C(C1)N)N.C(=O)(C(=O)[O-])[O-].[Pt+4]. Cell line: MCF7. Synergy scores: CSS=30.1, Synergy_ZIP=-8.12, Synergy_Bliss=0.461, Synergy_Loewe=0.893, Synergy_HSA=3.27. (7) Drug 1: CC(C1=C(C=CC(=C1Cl)F)Cl)OC2=C(N=CC(=C2)C3=CN(N=C3)C4CCNCC4)N. Drug 2: C#CCC(CC1=CN=C2C(=N1)C(=NC(=N2)N)N)C3=CC=C(C=C3)C(=O)NC(CCC(=O)O)C(=O)O. Cell line: HS 578T. Synergy scores: CSS=-0.890, Synergy_ZIP=1.70, Synergy_Bliss=3.73, Synergy_Loewe=-23.4, Synergy_HSA=-1.79.